Dataset: Catalyst prediction with 721,799 reactions and 888 catalyst types from USPTO. Task: Predict which catalyst facilitates the given reaction. (1) Reactant: Br[C:2]1[CH:11]=[C:10]2[C:5]([CH:6]([C:13]3[CH:18]=[CH:17][C:16]([Cl:19])=[C:15]([Cl:20])[CH:14]=3)[CH2:7][N:8]([CH3:12])[CH2:9]2)=[CH:4][CH:3]=1.BrCC(C1C=CC(Cl)=C(Cl)C=1)=O.BrC1C=C(CNC)C=CC=1.[N:43]1[CH:48]=[CH:47][CH:46]=[CH:45][C:44]=1[OH:49].CN(C)CCN.P([O-])([O-])([O-])=O.[K+].[K+].[K+]. Product: [Cl:20][C:15]1[CH:14]=[C:13]([CH:6]2[C:5]3[C:10](=[CH:11][C:2]([N:43]4[CH:48]=[CH:47][CH:46]=[CH:45][C:44]4=[O:49])=[CH:3][CH:4]=3)[CH2:9][N:8]([CH3:12])[CH2:7]2)[CH:18]=[CH:17][C:16]=1[Cl:19]. The catalyst class is: 185. (2) Reactant: C1CN([P+](ON2N=NC3C=CC=CC2=3)(N2CCCC2)N2CCCC2)CC1.F[P-](F)(F)(F)(F)F.C(N(CC)C(C)C)(C)C.[Cl:43][C:44]1[CH:45]=[CH:46][C:47]2[N:53]3[C:54]([CH:57]([CH3:59])[CH3:58])=[N:55][N:56]=[C:52]3[CH:51]([CH2:60][C:61](O)=[O:62])[O:50][CH:49]([C:64]3[CH:69]=[CH:68][CH:67]=[C:66]([O:70][CH3:71])[C:65]=3[O:72][CH3:73])[C:48]=2[CH:74]=1.[NH2:75][CH2:76][CH2:77][CH2:78][C:79]([O:81][CH2:82][CH3:83])=[O:80]. Product: [Cl:43][C:44]1[CH:45]=[CH:46][C:47]2[N:53]3[C:54]([CH:57]([CH3:59])[CH3:58])=[N:55][N:56]=[C:52]3[CH:51]([CH2:60][C:61]([NH:75][CH2:76][CH2:77][CH2:78][C:79]([O:81][CH2:82][CH3:83])=[O:80])=[O:62])[O:50][CH:49]([C:64]3[CH:69]=[CH:68][CH:67]=[C:66]([O:70][CH3:71])[C:65]=3[O:72][CH3:73])[C:48]=2[CH:74]=1. The catalyst class is: 213. (3) Reactant: [CH3:1][O:2][C:3]1[N:8]=[C:7]2[S:9][C:10]([NH2:12])=[N:11][C:6]2=[CH:5][CH:4]=1.[CH:13]1([CH2:18][CH:19]([C:23]2[CH:28]=[CH:27][C:26]([S:29]([CH3:32])(=[O:31])=[O:30])=[CH:25][CH:24]=2)[C:20](Cl)=[O:21])[CH2:17][CH2:16][CH2:15][CH2:14]1. Product: [CH:13]1([CH2:18][CH:19]([C:23]2[CH:28]=[CH:27][C:26]([S:29]([CH3:32])(=[O:31])=[O:30])=[CH:25][CH:24]=2)[C:20]([NH:12][C:10]2[S:9][C:7]3[C:6]([N:11]=2)=[CH:5][CH:4]=[C:3]([O:2][CH3:1])[N:8]=3)=[O:21])[CH2:17][CH2:16][CH2:15][CH2:14]1. The catalyst class is: 17. (4) Reactant: [Br:1][C:2]1[CH:3]=[C:4]([N+:9]([O-:11])=[O:10])[C:5](Cl)=[N:6][CH:7]=1.[CH3:12][C:13]1([CH3:19])[O:18][CH2:17][CH2:16][NH:15][CH2:14]1. Product: [Br:1][C:2]1[CH:3]=[C:4]([N+:9]([O-:11])=[O:10])[C:5]([N:15]2[CH2:16][CH2:17][O:18][C:13]([CH3:19])([CH3:12])[CH2:14]2)=[N:6][CH:7]=1. The catalyst class is: 58. (5) Reactant: [C:1]([O:9][CH:10]([CH2:12][CH:13]([OH:15])[CH3:14])[CH3:11])(=[O:8])[C:2]1[CH:7]=[CH:6][CH:5]=[CH:4][CH:3]=1.[C:16]1([C:22](=[O:26])[C:23](Cl)=[O:24])[CH:21]=[CH:20][CH:19]=[CH:18][CH:17]=1.N1C=CC=CC=1. Product: [C:16]1([C:22](=[O:26])[C:23]([O:15][CH:13]([CH3:14])[CH2:12][CH:10]([O:9][C:1](=[O:8])[C:2]2[CH:7]=[CH:6][CH:5]=[CH:4][CH:3]=2)[CH3:11])=[O:24])[CH:21]=[CH:20][CH:19]=[CH:18][CH:17]=1. The catalyst class is: 1. (6) Reactant: [Cl:1][C:2]1[CH:7]=[CH:6][C:5]([C@@:8]2([OH:34])[CH2:13][CH2:12][N:11]([C:14](=[O:31])[CH2:15][C@H:16]([NH:18][C:19]([C:21]3[CH:22]=[C:23]([CH:28]=[CH:29][CH:30]=3)[C:24]([O:26]C)=[O:25])=[O:20])[CH3:17])[CH2:10][C:9]2([CH3:33])[CH3:32])=[CH:4][CH:3]=1.C(O)(C(F)(F)F)=O. Product: [Cl:1][C:2]1[CH:7]=[CH:6][C:5]([C@@:8]2([OH:34])[CH2:13][CH2:12][N:11]([C:14](=[O:31])[CH2:15][C@H:16]([NH:18][C:19]([C:21]3[CH:22]=[C:23]([CH:28]=[CH:29][CH:30]=3)[C:24]([OH:26])=[O:25])=[O:20])[CH3:17])[CH2:10][C:9]2([CH3:33])[CH3:32])=[CH:4][CH:3]=1. The catalyst class is: 578. (7) Product: [C:14]([NH:1][C:2]1[CH:11]=[C:10]([CH3:12])[C:9]2[C:4](=[CH:5][C:6]([Br:13])=[CH:7][CH:8]=2)[N:3]=1)(=[O:16])[CH3:15]. The catalyst class is: 230. Reactant: [NH2:1][C:2]1[CH:11]=[C:10]([CH3:12])[C:9]2[C:4](=[CH:5][C:6]([Br:13])=[CH:7][CH:8]=2)[N:3]=1.[C:14](N1C=CN=C1)(=[O:16])[CH3:15].